This data is from Forward reaction prediction with 1.9M reactions from USPTO patents (1976-2016). The task is: Predict the product of the given reaction. (1) Given the reactants [CH2:1]([O:8][C:9]1[CH:14]=[CH:13][C:12](Br)=[CH:11][CH:10]=1)[C:2]1[CH:7]=[CH:6][CH:5]=[CH:4][CH:3]=1.C([Li])CCC.[Br:21][C:22]1[CH:23]=[CH:24][C:25]([CH3:30])=[C:26]([CH:29]=1)[CH:27]=[O:28], predict the reaction product. The product is: [CH2:1]([O:8][C:9]1[CH:14]=[CH:13][C:12]([CH:27]([C:26]2[CH:29]=[C:22]([Br:21])[CH:23]=[CH:24][C:25]=2[CH3:30])[OH:28])=[CH:11][CH:10]=1)[C:2]1[CH:7]=[CH:6][CH:5]=[CH:4][CH:3]=1. (2) Given the reactants [CH:1](=[C:8]1[CH2:13][CH2:12][CH2:11][NH:10][C:9]1=[O:14])[C:2]1[CH:7]=[CH:6][CH:5]=[CH:4][CH:3]=1.CO, predict the reaction product. The product is: [CH2:1]([CH:8]1[CH2:13][CH2:12][CH2:11][NH:10][C:9]1=[O:14])[C:2]1[CH:7]=[CH:6][CH:5]=[CH:4][CH:3]=1.